This data is from Reaction yield outcomes from USPTO patents with 853,638 reactions. The task is: Predict the reaction yield, written as a fraction of the theoretical maximum amount of product (1.0 means a 100% yield; for example, 0.34 means a 34% yield). (1) The reactants are [CH3:1][NH:2][C@@H:3]1[C:8]2[CH:9]=[CH:10][CH:11]=[CH:12][C:7]=2[C@H:6]([C:13]2[CH:14]=[CH:15][C:16]([Cl:20])=[C:17]([Cl:19])[CH:18]=2)[CH2:5][CH2:4]1.[ClH:21]. The catalyst is O. The product is [CH3:1][NH:2][C@@H:3]1[C:8]2[CH:9]=[CH:10][CH:11]=[CH:12][C:7]=2[C@H:6]([C:13]2[CH:14]=[CH:15][C:16]([Cl:20])=[C:17]([Cl:19])[CH:18]=2)[CH2:5][CH2:4]1.[ClH:21]. The yield is 0.960. (2) The reactants are [O:1]([C:8]1[CH:13]=[CH:12][C:11]([CH2:14][C:15]([OH:17])=O)=[CH:10][CH:9]=1)[C:2]1[CH:7]=[CH:6][CH:5]=[CH:4][CH:3]=1.[CH2:18](Cl)CCl.C1C=CC2N(O)N=NC=2C=1.CCN(CC)CC.[N:39]1([CH2:45][CH2:46][NH:47][C:48]2[C:56]3[C:51](=[CH:52][CH:53]=[C:54]([NH2:57])[CH:55]=3)[NH:50][N:49]=2)[CH2:44][CH2:43][CH2:42][CH2:41][CH2:40]1. The catalyst is CN(C=O)C.C(OCC)(=O)C. The product is [CH2:2]([O:1][C:8]1[CH:9]=[CH:10][C:11]([CH2:14][C:15]([NH:57][C:54]2[CH:55]=[C:56]3[C:51](=[CH:52][CH:53]=2)[NH:50][N:49]=[C:48]3[NH:47][CH2:46][CH2:45][N:39]2[CH2:40][CH2:41][CH2:42][CH2:43][CH2:44]2)=[O:17])=[CH:12][CH:13]=1)[C:7]1[CH:6]=[CH:5][CH:4]=[CH:3][CH:18]=1. The yield is 0.547. (3) The reactants are [C:1]1([C:10]([OH:12])=O)[CH:2]=[CH:3][N:4]2[C:9]=1[CH2:8][CH2:7][CH2:6][CH2:5]2.ON1C2C=CC=CC=2N=N1.Cl.C(N=C=NCCCN(C)C)C.[C:35]1([C@H:41]([NH2:44])[CH2:42][CH3:43])[CH:40]=[CH:39][CH:38]=[CH:37][CH:36]=1. The catalyst is CN(C)C=O. The product is [C:35]1([C@H:41]([NH:44][C:10]([C:1]2[CH:2]=[CH:3][N:4]3[C:9]=2[CH2:8][CH2:7][CH2:6][CH2:5]3)=[O:12])[CH2:42][CH3:43])[CH:40]=[CH:39][CH:38]=[CH:37][CH:36]=1. The yield is 0.880. (4) The reactants are [Cl:1][C:2]1[CH:3]=[C:4]([CH:6]=[CH:7][CH:8]=1)[NH2:5].Cl.[N:10]([O-])=O.[Na+].C([O-])(=O)C.[Na+].[Cl:19][CH:20]([S:24]([CH3:27])(=[O:26])=[O:25])C(=O)C. The catalyst is O.CC(C)=O.C(O)(=O)C. The product is [Cl:1][C:2]1[CH:3]=[C:4]([NH:5][N:10]=[C:20]([Cl:19])[S:24]([CH3:27])(=[O:26])=[O:25])[CH:6]=[CH:7][CH:8]=1. The yield is 0.810. (5) The reactants are [CH2:1]([O:3][C:4]([C:6]1[NH:7][CH:8]=[C:9]2[CH:18]([C:19]3[O:20][C:21]([S:24][C:25]4[NH:29][C:28]5[CH:30]=[C:31]([Cl:35])[C:32]([F:34])=[CH:33][C:27]=5[N:26]=4)=[CH:22][CH:23]=3)[C:17]3[C:16](=[O:36])[CH2:15][N:14](OC(C)(C)C)[CH2:13][C:12]=3[NH:11][C:10]=12)=[O:5])[CH3:2].Cl. The catalyst is O1CCOCC1. The product is [ClH:35].[CH2:1]([O:3][C:4]([C:6]1[NH:7][CH:8]=[C:9]2[CH:18]([C:19]3[O:20][C:21]([S:24][C:25]4[NH:29][C:28]5[CH:30]=[C:31]([Cl:35])[C:32]([F:34])=[CH:33][C:27]=5[N:26]=4)=[CH:22][CH:23]=3)[C:17]3[C:16](=[O:36])[CH2:15][NH:14][CH2:13][C:12]=3[NH:11][C:10]=12)=[O:5])[CH3:2]. The yield is 0.920. (6) The reactants are Cl[C:2]1[CH:9]=[CH:8][C:5]([C:6]#[N:7])=[CH:4][N:3]=1.[CH2:10]([OH:17])[C:11]1[CH:16]=[CH:15][CH:14]=[CH:13][CH:12]=1.[OH-].[K+]. The catalyst is C1(C)C=CC=CC=1.O. The product is [CH2:10]([O:17][C:2]1[CH:9]=[CH:8][C:5]([C:6]#[N:7])=[CH:4][N:3]=1)[C:11]1[CH:16]=[CH:15][CH:14]=[CH:13][CH:12]=1. The yield is 0.401. (7) The product is [CH2:1]([C@H:8]1[CH2:13][N:12]([C:14]2[CH:19]=[CH:18][C:17]([O:20][CH3:21])=[C:16]([O:22][CH:23]3[CH2:24][CH2:25][CH2:26][CH2:27]3)[CH:15]=2)[CH2:11][CH2:10][N:9]1[C:28](=[O:35])[CH2:29][C:30]([NH:37][NH2:38])=[O:32])[C:2]1[CH:7]=[CH:6][CH:5]=[CH:4][CH:3]=1. The yield is 0.720. The catalyst is CCO. The reactants are [CH2:1]([C@H:8]1[CH2:13][N:12]([C:14]2[CH:19]=[CH:18][C:17]([O:20][CH3:21])=[C:16]([O:22][CH:23]3[CH2:27][CH2:26][CH2:25][CH2:24]3)[CH:15]=2)[CH2:11][CH2:10][N:9]1[C:28](=[O:35])[CH2:29][C:30]([O:32]CC)=O)[C:2]1[CH:7]=[CH:6][CH:5]=[CH:4][CH:3]=1.O.[NH2:37][NH2:38].[C-]#N.[Na+].NN. (8) The reactants are [Cl:1][C:2]1[CH:18]=[CH:17][C:16]([Cl:19])=[CH:15][C:3]=1[O:4][C:5]1[N:9]([CH3:10])[N:8]=[C:7]([CH3:11])[C:6]=1[C:12]([OH:14])=O.C(Cl)(=O)C(Cl)=O.[CH:26]1([N:29]2[C:38]3[C:33](=[CH:34][CH:35]=[CH:36][CH:37]=3)[NH:32][CH2:31][CH2:30]2)[CH2:28][CH2:27]1.C(N(CC)CC)C. The catalyst is ClCCl.O. The product is [CH:26]1([N:29]2[C:38]3[C:33](=[CH:34][CH:35]=[CH:36][CH:37]=3)[N:32]([C:12]([C:6]3[C:7]([CH3:11])=[N:8][N:9]([CH3:10])[C:5]=3[O:4][C:3]3[CH:15]=[C:16]([Cl:19])[CH:17]=[CH:18][C:2]=3[Cl:1])=[O:14])[CH2:31][CH2:30]2)[CH2:28][CH2:27]1. The yield is 0.110. (9) The reactants are [Br:1][C:2]1[CH:7]=[CH:6][C:5]([C:8]2[NH:12][C:11](=[O:13])[N:10]([CH3:14])[N:9]=2)=[CH:4][CH:3]=1.[H-].[Na+].[CH3:17][Si:18]([CH3:25])([CH3:24])[CH2:19][CH2:20][O:21][CH2:22]Cl. The catalyst is CN(C=O)C. The product is [Br:1][C:2]1[CH:3]=[CH:4][C:5]([C:8]2[N:12]([CH2:22][O:21][CH2:20][CH2:19][Si:18]([CH3:25])([CH3:24])[CH3:17])[C:11](=[O:13])[N:10]([CH3:14])[N:9]=2)=[CH:6][CH:7]=1. The yield is 0.400.